This data is from Reaction yield outcomes from USPTO patents with 853,638 reactions. The task is: Predict the reaction yield, written as a fraction of the theoretical maximum amount of product (1.0 means a 100% yield; for example, 0.34 means a 34% yield). (1) The reactants are [Br:1][CH2:2][C:3]1[CH:8]=[CH:7][C:6]([O:9][CH3:10])=[C:5]([N+:11]([O-:13])=[O:12])[CH:4]=1.[C:14]1([P:20]([C:27]2[CH:32]=[CH:31][CH:30]=[CH:29][CH:28]=2)[C:21]2[CH:26]=[CH:25][CH:24]=[CH:23][CH:22]=2)[CH:19]=[CH:18][CH:17]=[CH:16][CH:15]=1. The catalyst is C1(C)C=CC=CC=1. The product is [Br-:1].[CH3:10][O:9][C:6]1[CH:7]=[CH:8][C:3]([CH2:2][P+:20]([C:21]2[CH:22]=[CH:23][CH:24]=[CH:25][CH:26]=2)([C:27]2[CH:32]=[CH:31][CH:30]=[CH:29][CH:28]=2)[C:14]2[CH:15]=[CH:16][CH:17]=[CH:18][CH:19]=2)=[CH:4][C:5]=1[N+:11]([O-:13])=[O:12]. The yield is 0.710. (2) The reactants are Br[C:2]1[CH:7]=[CH:6][CH:5]=[C:4]([Br:8])[CH:3]=1.Cl.[NH:10]1[CH2:13][CH2:12][CH2:11]1.C1C=CC(P(C2C(C3C(P(C4C=CC=CC=4)C4C=CC=CC=4)=CC=C4C=3C=CC=C4)=C3C(C=CC=C3)=CC=2)C2C=CC=CC=2)=CC=1.[Na]. The catalyst is C1(C)C=CC=CC=1.C1C=CC(/C=C/C(/C=C/C2C=CC=CC=2)=O)=CC=1.C1C=CC(/C=C/C(/C=C/C2C=CC=CC=2)=O)=CC=1.C1C=CC(/C=C/C(/C=C/C2C=CC=CC=2)=O)=CC=1.[Pd].[Pd]. The product is [Br:8][C:4]1[CH:3]=[C:2]([N:10]2[CH2:13][CH2:12][CH2:11]2)[CH:7]=[CH:6][CH:5]=1. The yield is 0.120. (3) The reactants are [CH2:1]([CH:3]([CH2:25][CH3:26])[CH:4]([NH:15][C:16]1[CH:24]=[CH:23][C:19]([C:20]([OH:22])=O)=[CH:18][CH:17]=1)[C:5]1[S:6][C:7]2[CH:14]=[CH:13][CH:12]=[CH:11][C:8]=2[C:9]=1[CH3:10])[CH3:2].[CH3:27][NH:28][CH2:29][CH2:30][C:31]([O:33][CH2:34][CH3:35])=[O:32].O.ON1C2C=CC=CC=2N=N1.Cl.C(N=C=NCCCN(C)C)C.[Cl-].[NH4+]. The catalyst is CN(C)C=O.C(N(CC)CC)C. The product is [CH2:1]([CH:3]([CH2:25][CH3:26])[CH:4]([NH:15][C:16]1[CH:17]=[CH:18][C:19]([C:20]([N:28]([CH3:27])[CH2:29][CH2:30][C:31]([O:33][CH2:34][CH3:35])=[O:32])=[O:22])=[CH:23][CH:24]=1)[C:5]1[S:6][C:7]2[CH:14]=[CH:13][CH:12]=[CH:11][C:8]=2[C:9]=1[CH3:10])[CH3:2]. The yield is 0.770. (4) The reactants are [CH3:1][C@@H:2]1[O:10][C:9](=[O:11])[C@@H:8]([NH:12]C(=O)OC(C)(C)C)[CH2:7][CH2:6][CH2:5][C@H:4]([CH2:20][C:21]2[CH:26]=[CH:25][C:24]([CH3:27])=[CH:23][CH:22]=2)[C@H:3]1[O:28][C:29]1[CH:34]=[CH:33][CH:32]=[CH:31][CH:30]=1.[ClH:35].O1CCOCC1. The catalyst is C(Cl)Cl. The product is [Cl-:35].[CH3:1][C@@H:2]1[O:10][C:9](=[O:11])[C@@H:8]([NH3+:12])[CH2:7][CH2:6][CH2:5][C@H:4]([CH2:20][C:21]2[CH:22]=[CH:23][C:24]([CH3:27])=[CH:25][CH:26]=2)[C@H:3]1[O:28][C:29]1[CH:30]=[CH:31][CH:32]=[CH:33][CH:34]=1. The yield is 1.00. (5) The reactants are [CH:1]1([CH2:4][O:5][C:6]2[CH:7]=[C:8]([CH:11]=[CH:12][C:13]=2[O:14][CH:15]([F:17])[F:16])[CH:9]=[O:10])[CH2:3][CH2:2]1.[CH3:18][Mg+].[Br-].[NH4+].[Cl-]. The catalyst is C1COCC1. The product is [CH:1]1([CH2:4][O:5][C:6]2[CH:7]=[C:8]([CH:9]([OH:10])[CH3:18])[CH:11]=[CH:12][C:13]=2[O:14][CH:15]([F:16])[F:17])[CH2:3][CH2:2]1. The yield is 0.940.